This data is from Forward reaction prediction with 1.9M reactions from USPTO patents (1976-2016). The task is: Predict the product of the given reaction. (1) Given the reactants [CH2:1]([O:8][C@H:9]1[C@H:23]([CH3:24])[O:22][C@@H:12]([O:13][C:14]2[CH:19]=[CH:18][C:17]([O:20][CH3:21])=[CH:16][CH:15]=2)[C@H:11]([OH:25])[C@@H:10]1[OH:26])[C:2]1[CH:7]=[CH:6][CH:5]=[CH:4][CH:3]=1.[CH2:27]([O:29]C(OCC)(OCC)C)[CH3:28], predict the reaction product. The product is: [C:27]([O:25][C@@H:11]1[C@H:10]([OH:26])[C@@H:9]([O:8][CH2:1][C:2]2[CH:3]=[CH:4][CH:5]=[CH:6][CH:7]=2)[C@H:23]([CH3:24])[O:22][C@H:12]1[O:13][C:14]1[CH:19]=[CH:18][C:17]([O:20][CH3:21])=[CH:16][CH:15]=1)(=[O:29])[CH3:28]. (2) Given the reactants Cl.C([O:5][C:6]1[CH:7]=[C:8]([CH:23]=[CH:24][C:25]=1[CH3:26])[NH:9][C:10]1[C:19]2[C:14](=[CH:15][C:16]([OH:22])=[C:17]([O:20][CH3:21])[CH:18]=2)[N:13]=[CH:12][N:11]=1)(=O)C.Cl.[Cl:28][CH2:29][C:30]1[N:31]([CH3:35])[CH:32]=[CH:33][N:34]=1.C(=O)([O-])[O-].[K+].[K+], predict the reaction product. The product is: [ClH:28].[OH:5][C:6]1[CH:7]=[C:8]([CH:23]=[CH:24][C:25]=1[CH3:26])[NH:9][C:10]1[C:19]2[C:14](=[CH:15][C:16]([O:22][CH2:29][C:30]3[N:31]([CH3:35])[CH:32]=[CH:33][N:34]=3)=[C:17]([O:20][CH3:21])[CH:18]=2)[N:13]=[CH:12][N:11]=1. (3) Given the reactants [Cl-].[CH:2]([C:5]1[CH:10]=[CH:9][CH:8]=[C:7]([CH:11]([CH3:13])[CH3:12])[C:6]=1[C:14]1[CH:15]=[C:16]([NH2+:20][C:21]2[C:26]([NH:27][C:28]3[CH:33]=[C:32]([CH3:34])[CH:31]=[C:30]([CH3:35])[CH:29]=3)=[N:25][CH:24]=[CH:23][N:22]=2)[CH:17]=[CH:18][CH:19]=1)([CH3:4])[CH3:3].[CH:36](OCC)(OCC)[O:37][CH2:38][CH3:39], predict the reaction product. The product is: [CH:11]([C:7]1[CH:8]=[CH:9][CH:10]=[C:5]([CH:2]([CH3:4])[CH3:3])[C:6]=1[C:14]1[CH:15]=[C:16]([N:20]2[C:21]3=[N:22][CH:23]=[CH:24][N:25]=[C:26]3[N:27]([C:28]3[CH:29]=[C:30]([CH3:35])[CH:31]=[C:32]([CH3:34])[CH:33]=3)[CH:36]2[O:37][CH2:38][CH3:39])[CH:17]=[CH:18][CH:19]=1)([CH3:13])[CH3:12]. (4) Given the reactants [NH:1]1[CH2:6][CH2:5][CH:4]([O:7][C:8]2[C:9]([C:14]3[CH:19]=[CH:18][N:17]=[CH:16][CH:15]=3)=[N:10][CH:11]=[CH:12][CH:13]=2)[CH2:3][CH2:2]1.[S:20]1[CH:24]=[C:23]([CH:25]=O)[N:22]=[CH:21]1.[Na].C(=O)([O-])O.[Na+], predict the reaction product. The product is: [S:20]1[CH:24]=[C:23]([CH2:25][N:1]2[CH2:2][CH2:3][CH:4]([O:7][C:8]3[C:9]([C:14]4[CH:19]=[CH:18][N:17]=[CH:16][CH:15]=4)=[N:10][CH:11]=[CH:12][CH:13]=3)[CH2:5][CH2:6]2)[N:22]=[CH:21]1. (5) Given the reactants [CH2:1]([O:8][C:9]1[C:14]([C:15](=[O:17])[CH3:16])=[C:13]([OH:18])[C:12]([O:19][C:20]2[C:28]([CH3:29])=[CH:27][C:26]([N+:30]([O-:32])=[O:31])=[C:25]3[C:21]=2[CH2:22][CH2:23][CH2:24]3)=[CH:11][CH:10]=1)[C:2]1[CH:7]=[CH:6][CH:5]=[CH:4][CH:3]=1.[C:33](=O)([O-])[O-].[Cs+].[Cs+].CI, predict the reaction product. The product is: [CH2:1]([O:8][C:9]1[C:14]([C:15](=[O:17])[CH3:16])=[C:13]([O:18][CH3:33])[C:12]([O:19][C:20]2[C:28]([CH3:29])=[CH:27][C:26]([N+:30]([O-:32])=[O:31])=[C:25]3[C:21]=2[CH2:22][CH2:23][CH2:24]3)=[CH:11][CH:10]=1)[C:2]1[CH:7]=[CH:6][CH:5]=[CH:4][CH:3]=1. (6) The product is: [CH2:28]([C:6]1[C:7]2[O:11][C:10]([CH3:12])=[C:9]([C:13]3[CH:14]=[CH:15][CH:16]=[CH:17][CH:18]=3)[C:8]=2[CH:19]=[CH:20][C:5]=1[OH:4])[CH:23]=[CH2:24]. Given the reactants C([O:4][C:5]1[CH:20]=[CH:19][C:8]2[C:9]([C:13]3[CH:18]=[CH:17][CH:16]=[CH:15][CH:14]=3)=[C:10]([CH3:12])[O:11][C:7]=2[CH:6]=1)C=C.CN(C)[C:23]1[CH:28]=CC=C[CH:24]=1, predict the reaction product. (7) Given the reactants Cl[CH2:2][C:3]1[CH:8]=[CH:7][CH:6]=[C:5]([S:9][CH:10]2[CH2:13][CH2:12][CH2:11]2)[N:4]=1.C[O:15][C:16]([CH:18]1[CH2:20][CH:19]1[C:21]1[CH:26]=[CH:25][C:24]([OH:27])=[C:23]([F:28])[CH:22]=1)=[O:17], predict the reaction product. The product is: [CH:10]1([S:9][C:5]2[N:4]=[C:3]([CH2:2][O:27][C:24]3[CH:25]=[CH:26][C:21]([CH:19]4[CH2:20][CH:18]4[C:16]([OH:17])=[O:15])=[CH:22][C:23]=3[F:28])[CH:8]=[CH:7][CH:6]=2)[CH2:13][CH2:12][CH2:11]1.